Dataset: Reaction yield outcomes from USPTO patents with 853,638 reactions. Task: Predict the reaction yield, written as a fraction of the theoretical maximum amount of product (1.0 means a 100% yield; for example, 0.34 means a 34% yield). The reactants are [Cl:1][C:2]1[CH:11]=[C:10]2[C:5]([C:6](=[O:24])[CH:7]([C:19]([O:21]CC)=[O:20])[C:8](=[O:18])[N:9]2[C:12]2[CH:13]=[N:14][CH:15]=[CH:16][CH:17]=2)=[CH:4][C:3]=1[NH:25][C:26]1[C:31]([F:32])=[CH:30][C:29]([F:33])=[CH:28][C:27]=1[Cl:34].Cl. The catalyst is C(O)C. The product is [Cl:1][C:2]1[CH:11]=[C:10]2[C:5]([C:6](=[O:24])[CH:7]([C:19]([OH:21])=[O:20])[C:8](=[O:18])[N:9]2[C:12]2[CH:13]=[N:14][CH:15]=[CH:16][CH:17]=2)=[CH:4][C:3]=1[NH:25][C:26]1[C:31]([F:32])=[CH:30][C:29]([F:33])=[CH:28][C:27]=1[Cl:34]. The yield is 0.530.